From a dataset of NCI-60 drug combinations with 297,098 pairs across 59 cell lines. Regression. Given two drug SMILES strings and cell line genomic features, predict the synergy score measuring deviation from expected non-interaction effect. (1) Drug 1: CCC1=CC2CC(C3=C(CN(C2)C1)C4=CC=CC=C4N3)(C5=C(C=C6C(=C5)C78CCN9C7C(C=CC9)(C(C(C8N6C)(C(=O)OC)O)OC(=O)C)CC)OC)C(=O)OC.C(C(C(=O)O)O)(C(=O)O)O. Drug 2: CN(C(=O)NC(C=O)C(C(C(CO)O)O)O)N=O. Cell line: TK-10. Synergy scores: CSS=16.8, Synergy_ZIP=-8.08, Synergy_Bliss=-3.29, Synergy_Loewe=-28.7, Synergy_HSA=-1.55. (2) Drug 1: C1=CN(C(=O)N=C1N)C2C(C(C(O2)CO)O)O.Cl. Drug 2: CCC1(CC2CC(C3=C(CCN(C2)C1)C4=CC=CC=C4N3)(C5=C(C=C6C(=C5)C78CCN9C7C(C=CC9)(C(C(C8N6C=O)(C(=O)OC)O)OC(=O)C)CC)OC)C(=O)OC)O.OS(=O)(=O)O. Cell line: IGROV1. Synergy scores: CSS=24.1, Synergy_ZIP=-12.3, Synergy_Bliss=-6.85, Synergy_Loewe=-12.0, Synergy_HSA=-4.03. (3) Synergy scores: CSS=73.3, Synergy_ZIP=7.18, Synergy_Bliss=8.44, Synergy_Loewe=3.45, Synergy_HSA=9.42. Drug 1: CC12CCC3C(C1CCC2=O)CC(=C)C4=CC(=O)C=CC34C. Drug 2: CCN(CC)CCCC(C)NC1=C2C=C(C=CC2=NC3=C1C=CC(=C3)Cl)OC. Cell line: OVCAR-5. (4) Drug 1: C1=CC(=CC=C1CC(C(=O)O)N)N(CCCl)CCCl.Cl. Drug 2: CC1=C(C(=CC=C1)Cl)NC(=O)C2=CN=C(S2)NC3=CC(=NC(=N3)C)N4CCN(CC4)CCO. Cell line: SK-OV-3. Synergy scores: CSS=26.4, Synergy_ZIP=3.02, Synergy_Bliss=4.51, Synergy_Loewe=0.891, Synergy_HSA=5.48. (5) Drug 1: CN(C)N=NC1=C(NC=N1)C(=O)N. Drug 2: CC1CCCC2(C(O2)CC(NC(=O)CC(C(C(=O)C(C1O)C)(C)C)O)C(=CC3=CSC(=N3)C)C)C. Cell line: HOP-62. Synergy scores: CSS=-5.61, Synergy_ZIP=1.51, Synergy_Bliss=-3.14, Synergy_Loewe=-9.38, Synergy_HSA=-6.60.